Task: Predict the reaction yield, written as a fraction of the theoretical maximum amount of product (1.0 means a 100% yield; for example, 0.34 means a 34% yield).. Dataset: Reaction yield outcomes from USPTO patents with 853,638 reactions (1) The reactants are Br[C:2]1[C:10]([CH3:11])=[CH:9][CH:8]=[C:7]2[C:3]=1[CH:4]=[CH:5][NH:6]2.O.[CH3:13][N:14]1C(=O)CCC1. The catalyst is C1C=CC(/C=C/C(/C=C/C2C=CC=CC=2)=O)=CC=1.C1C=CC(/C=C/C(/C=C/C2C=CC=CC=2)=O)=CC=1.C1C=CC(/C=C/C(/C=C/C2C=CC=CC=2)=O)=CC=1.[Pd].[Pd].C1C=CC(P(C2C=CC=CC=2)[C-]2C=CC=C2)=CC=1.C1C=CC(P(C2C=CC=CC=2)[C-]2C=CC=C2)=CC=1.[Fe+2].[C-]#N.[C-]#N.[Zn+2].[Zn]. The product is [CH3:11][C:10]1[CH:9]=[CH:8][C:7]2[NH:6][CH:5]=[CH:4][C:3]=2[C:2]=1[C:13]#[N:14]. The yield is 0.485. (2) The reactants are Cl[C:2]1[N:3]=[C:4](Cl)[C:5]2[CH:10]=[CH:9][NH:8][C:6]=2[N:7]=1.C([N:15]([CH:18]([CH3:20])C)[CH2:16][CH3:17])(C)C.[NH:21]1[CH2:26][CH2:25][O:24][CH2:23][CH2:22]1.CN1C(=[O:33])CCC1. The catalyst is C(OCC)(=O)C. The product is [N:21]1([C:2]2[N:3]=[C:4]([N:15]3[CH2:16][CH2:17][O:33][CH2:20][CH2:18]3)[C:5]3[CH:10]=[CH:9][NH:8][C:6]=3[N:7]=2)[CH2:26][CH2:25][O:24][CH2:23][CH2:22]1. The yield is 0.820.